Dataset: Reaction yield outcomes from USPTO patents with 853,638 reactions. Task: Predict the reaction yield, written as a fraction of the theoretical maximum amount of product (1.0 means a 100% yield; for example, 0.34 means a 34% yield). (1) The reactants are [NH2:1][C:2]1[CH:7]=[CH:6][C:5]([C:8]2[N:9]([CH2:21][CH3:22])[C:10]3[C:15]([C:16]=2[C:17]#[N:18])=[CH:14][CH:13]=[C:12]([O:19][CH3:20])[CH:11]=3)=[CH:4][C:3]=1[F:23].Cl[C:25]([O:27][CH2:28][CH2:29][CH3:30])=[O:26]. The catalyst is CCOC(C)=O.C([O-])(O)=O.[Na+].O. The product is [CH2:28]([O:27][C:25](=[O:26])[NH:1][C:2]1[CH:7]=[CH:6][C:5]([C:8]2[N:9]([CH2:21][CH3:22])[C:10]3[C:15]([C:16]=2[C:17]#[N:18])=[CH:14][CH:13]=[C:12]([O:19][CH3:20])[CH:11]=3)=[CH:4][C:3]=1[F:23])[CH2:29][CH3:30]. The yield is 0.630. (2) The reactants are [NH2:1][C:2]1([C:5]([OH:7])=[O:6])[CH2:4][CH2:3]1.O.C([O-])(O)=O.[Na+].[CH3:14][C:15]([O:18][C:19](O[C:19]([O:18][C:15]([CH3:17])([CH3:16])[CH3:14])=[O:20])=[O:20])([CH3:17])[CH3:16]. The catalyst is O1CCOCC1. The product is [C:15]([O:18][C:19]([NH:1][C:2]1([C:5]([OH:7])=[O:6])[CH2:4][CH2:3]1)=[O:20])([CH3:17])([CH3:16])[CH3:14]. The yield is 0.750. (3) The reactants are C(N(C(C)C)C(C)C)C.[Cl-].COC1N=C(OC)N=C([N+]2(C)CCOCC2)N=1.[CH3:28][N:29]([CH3:48])[C:30]1[CH:35]=[CH:34][C:33]([CH2:36][CH2:37][O:38][C:39]2[CH:47]=[CH:46][C:42]([C:43]([OH:45])=O)=[CH:41][CH:40]=2)=[CH:32][CH:31]=1.Cl.C[O:51][C:52](=[O:55])[CH2:53][NH2:54].C(=O)([O-])O.[Na+].[OH-].[Li+].Cl. The catalyst is C(O)C. The product is [CH3:48][N:29]([CH3:28])[C:30]1[CH:31]=[CH:32][C:33]([CH2:36][CH2:37][O:38][C:39]2[CH:40]=[CH:41][C:42]([C:43]([NH:54][CH2:53][C:52]([OH:55])=[O:51])=[O:45])=[CH:46][CH:47]=2)=[CH:34][CH:35]=1. The yield is 0.580. (4) The reactants are [CH2:1]1[C:4]2([CH2:8][CH:7]([C:9]([O:11][CH2:12][CH3:13])=[O:10])[NH:6][CH2:5]2)[CH2:3][N:2]1[C:14]([O:16][C:17]([CH3:20])([CH3:19])[CH3:18])=[O:15].CN(C(ON1N=NC2C=CC=NC1=2)=[N+](C)C)C.F[P-](F)(F)(F)(F)F.[CH3:45][O:46][C:47]([NH:49][C@H:50]([C:54](O)=[O:55])[CH:51]([CH3:53])[CH3:52])=[O:48].CCN(C(C)C)C(C)C. The catalyst is C(Cl)Cl. The product is [CH3:45][O:46][C:47]([NH:49][C@H:50]([C:54]([N:6]1[CH:7]([C:9]([O:11][CH2:12][CH3:13])=[O:10])[CH2:8][C:4]2([CH2:3][N:2]([C:14]([O:16][C:17]([CH3:19])([CH3:18])[CH3:20])=[O:15])[CH2:1]2)[CH2:5]1)=[O:55])[CH:51]([CH3:52])[CH3:53])=[O:48]. The yield is 0.510. (5) The reactants are [Br:1][C:2]1[CH:8]=[CH:7][C:5]([NH2:6])=[CH:4][C:3]=1[F:9].[CH3:10][S:11](Cl)(=[O:13])=[O:12]. The catalyst is N1C=CC=CC=1.CCOC(C)=O. The product is [Br:1][C:2]1[CH:8]=[CH:7][C:5]([NH:6][S:11]([CH3:10])(=[O:13])=[O:12])=[CH:4][C:3]=1[F:9]. The yield is 0.880.